Predict the reaction yield, written as a fraction of the theoretical maximum amount of product (1.0 means a 100% yield; for example, 0.34 means a 34% yield). From a dataset of Reaction yield outcomes from USPTO patents with 853,638 reactions. The reactants are [CH3:1][C:2]1[C:6]2[C:7](=[O:11])[NH:8][CH2:9][CH2:10][C:5]=2[N:4]([C:12]([O:14][C:15]([CH3:18])([CH3:17])[CH3:16])=[O:13])[CH:3]=1.Cl.Cl[CH2:21][CH2:22][N:23]1[CH2:28][CH2:27][O:26][CH2:25][CH2:24]1.[H-].[Na+]. The catalyst is CN(C=O)C. The product is [CH3:1][C:2]1[C:6]2[C:7](=[O:11])[N:8]([CH2:21][CH2:22][N:23]3[CH2:28][CH2:27][O:26][CH2:25][CH2:24]3)[CH2:9][CH2:10][C:5]=2[N:4]([C:12]([O:14][C:15]([CH3:18])([CH3:17])[CH3:16])=[O:13])[CH:3]=1. The yield is 0.300.